From a dataset of Reaction yield outcomes from USPTO patents with 853,638 reactions. Predict the reaction yield, written as a fraction of the theoretical maximum amount of product (1.0 means a 100% yield; for example, 0.34 means a 34% yield). The reactants are C[O:2][C@H:3]1[CH2:11][N:10]2[C@H:5]([CH2:6][C:7](=[O:12])[CH2:8][CH2:9]2)[CH2:4]1.C(=O)([O-])[O-].[Na+].[Na+]. The catalyst is Br. The product is [OH:2][C@H:3]1[CH2:11][N:10]2[C@H:5]([CH2:6][C:7](=[O:12])[CH2:8][CH2:9]2)[CH2:4]1. The yield is 0.520.